Dataset: Catalyst prediction with 721,799 reactions and 888 catalyst types from USPTO. Task: Predict which catalyst facilitates the given reaction. (1) Reactant: Cl[C:2]1[C:7]([CH2:8][N:9]([CH2:15][CH3:16])[C:10]([CH:12]2[CH2:14][CH2:13]2)=[O:11])=[CH:6][C:5]([CH3:17])=[CH:4][N:3]=1.[CH2:18]([O:20][C:21](=[O:40])[CH2:22][C:23]1[CH:28]=[CH:27][C:26]([O:29][CH3:30])=[C:25](B2OC(C)(C)C(C)(C)O2)[CH:24]=1)[CH3:19].C(=O)([O-])[O-].[K+].[K+]. Product: [CH2:18]([O:20][C:21](=[O:40])[CH2:22][C:23]1[CH:28]=[CH:27][C:26]([O:29][CH3:30])=[C:25]([C:2]2[C:7]([CH2:8][N:9]([C:10]([CH:12]3[CH2:14][CH2:13]3)=[O:11])[CH2:15][CH3:16])=[CH:6][C:5]([CH3:17])=[CH:4][N:3]=2)[CH:24]=1)[CH3:19]. The catalyst class is: 108. (2) Reactant: FC(F)(F)C(O)=O.C(O[C:13](=O)[N:14]([C@@H:16]([C:28](=[O:51])[N:29]([C@H:31]([CH2:44][C:45]1[CH:50]=[CH:49][CH:48]=[CH:47][CH:46]=1)[C:32]([N:34]1[CH2:39][CH2:38][CH:37]([CH2:40][N:41]([CH3:43])[CH3:42])[CH2:36][CH2:35]1)=[O:33])[CH3:30])[CH2:17][C:18]1[CH:27]=[CH:26][C:25]2[C:20](=[CH:21][CH:22]=[CH:23][CH:24]=2)[CH:19]=1)C)(C)(C)C. Product: [CH2:44]([C@@H:31]([N:29]([CH3:30])[C:28](=[O:51])[C@H:16]([NH:14][CH3:13])[CH2:17][C:18]1[CH:27]=[CH:26][C:25]2[C:20](=[CH:21][CH:22]=[CH:23][CH:24]=2)[CH:19]=1)[C:32]([N:34]1[CH2:39][CH2:38][CH:37]([CH2:40][N:41]([CH3:42])[CH3:43])[CH2:36][CH2:35]1)=[O:33])[C:45]1[CH:50]=[CH:49][CH:48]=[CH:47][CH:46]=1. The catalyst class is: 4. (3) Reactant: [Cl:1][C:2]1[N:7]=[C:6]([C:8]#[C:9][C:10]([CH3:13])([CH3:12])[CH3:11])[C:5]([NH:14]C(=O)CCC)=[CH:4][CH:3]=1.CC([O-])(C)C.[K+]. Product: [C:10]([C:9]1[NH:14][C:5]2[C:6](=[N:7][C:2]([Cl:1])=[CH:3][CH:4]=2)[CH:8]=1)([CH3:13])([CH3:12])[CH3:11]. The catalyst class is: 3. (4) Reactant: [C:1]([C:3]1[CH:4]=[C:5]([NH:9][C:10]2[CH:11]=[C:12]([CH:18]=[CH:19][CH:20]=2)[C:13]([O:15]CC)=[O:14])[CH:6]=[CH:7][CH:8]=1)#[N:2].[OH-].[Na+]. Product: [C:1]([C:3]1[CH:4]=[C:5]([NH:9][C:10]2[CH:11]=[C:12]([CH:18]=[CH:19][CH:20]=2)[C:13]([OH:15])=[O:14])[CH:6]=[CH:7][CH:8]=1)#[N:2]. The catalyst class is: 38. (5) Reactant: Br[CH2:2][C:3]1[N:8]([C:9]2[CH:14]=[CH:13][CH:12]=[C:11]([C:15]([F:18])([F:17])[F:16])[CH:10]=2)[C:7](=[O:19])[NH:6][C@H:5]([C:20]2[CH:25]=[CH:24][C:23]([C:26]#[N:27])=[CH:22][CH:21]=2)[C:4]=1[C:28]([O:30]CC)=O.[CH3:33][CH:34]([CH3:39])[CH2:35][CH2:36][NH:37][NH2:38]. Product: [CH3:33][CH:34]([CH3:39])[CH2:35][CH2:36][N:37]1[CH2:2][C:3]2[N:8]([C:9]3[CH:14]=[CH:13][CH:12]=[C:11]([C:15]([F:18])([F:17])[F:16])[CH:10]=3)[C:7](=[O:19])[NH:6][C@H:5]([C:20]3[CH:25]=[CH:24][C:23]([C:26]#[N:27])=[CH:22][CH:21]=3)[C:4]=2[C:28](=[O:30])[NH:38]1. The catalyst class is: 12. (6) Reactant: Cl[CH2:2][C:3]1[C:4]([N:9]2[CH2:14][CH2:13][O:12][CH2:11][CH2:10]2)=[N:5][CH:6]=[CH:7][CH:8]=1.[OH:15][C:16]1[CH:23]=[CH:22][CH:21]=[C:20]([O:24][CH2:25][O:26][CH3:27])[C:17]=1[CH:18]=[O:19].C(=O)([O-])[O-].[K+].[K+]. Product: [CH3:27][O:26][CH2:25][O:24][C:20]1[CH:21]=[CH:22][CH:23]=[C:16]([O:15][CH2:2][C:3]2[C:4]([N:9]3[CH2:14][CH2:13][O:12][CH2:11][CH2:10]3)=[N:5][CH:6]=[CH:7][CH:8]=2)[C:17]=1[CH:18]=[O:19]. The catalyst class is: 3. (7) Reactant: Cl[C:2]1[C:3]2[C:10]([C:11]([C:13]3[C:14]([F:34])=[C:15]([NH:20][S:21]([C:24]4[CH:29]=[CH:28][C:27]([C:30]([F:33])([F:32])[F:31])=[CH:26][CH:25]=4)(=[O:23])=[O:22])[CH:16]=[CH:17][C:18]=3[F:19])=[O:12])=[CH:9][NH:8][C:4]=2[N:5]=[CH:6][N:7]=1.CS(C)=O.[C-:39]#[N:40].[K+]. Product: [C:39]([C:2]1[C:3]2[C:10]([C:11]([C:13]3[C:14]([F:34])=[C:15]([NH:20][S:21]([C:24]4[CH:25]=[CH:26][C:27]([C:30]([F:33])([F:32])[F:31])=[CH:28][CH:29]=4)(=[O:22])=[O:23])[CH:16]=[CH:17][C:18]=3[F:19])=[O:12])=[CH:9][NH:8][C:4]=2[N:5]=[CH:6][N:7]=1)#[N:40]. The catalyst class is: 6.